Task: Regression. Given a peptide amino acid sequence and an MHC pseudo amino acid sequence, predict their binding affinity value. This is MHC class II binding data.. Dataset: Peptide-MHC class II binding affinity with 134,281 pairs from IEDB (1) The peptide sequence is SNMLILNPTQSDSGI. The MHC is DRB1_0802 with pseudo-sequence DRB1_0802. The binding affinity (normalized) is 0.479. (2) The peptide sequence is GELQIVDKIDAKFKI. The MHC is DRB1_0802 with pseudo-sequence DRB1_0802. The binding affinity (normalized) is 0.355. (3) The peptide sequence is YDKFLANVSTVLTGK. The MHC is HLA-DPA10103-DPB10301 with pseudo-sequence HLA-DPA10103-DPB10301. The binding affinity (normalized) is 0.305.